This data is from Reaction yield outcomes from USPTO patents with 853,638 reactions. The task is: Predict the reaction yield, written as a fraction of the theoretical maximum amount of product (1.0 means a 100% yield; for example, 0.34 means a 34% yield). (1) The reactants are CO[C@H](C)C(O)=O.CN1CCOCC1.ClC(OCC(C)C)=O.ClC1C=C(OC2C(F)=CC([NH:38][C:39]([C:41]3([C:44]([NH:46]C4C=CC(F)=CC=4)=[O:45])[CH2:43][CH2:42]3)=[O:40])=C(F)C=2)C=CN=1. The catalyst is C(Cl)Cl. The product is [C:41]1([C:44]([NH2:46])=[O:45])([C:39]([NH2:38])=[O:40])[CH2:43][CH2:42]1. The yield is 0.210. (2) The reactants are Cl[CH2:2][CH2:3][C:4]([NH:6][C:7]1[CH:20]=[CH:19][C:18]2[C:17](=[O:21])[C:16]3[C:11](=[CH:12][C:13]([NH:22][C:23](=[O:27])[CH2:24][CH2:25]Cl)=[CH:14][CH:15]=3)[C:10](=[O:28])[C:9]=2[CH:8]=1)=[O:5].[CH2:29]([NH2:32])[CH2:30][CH3:31].[N:33]1C=C[CH:36]=[CH:35][CH:34]=1. The catalyst is CN(C)C=O. The product is [CH2:29]([NH:32][CH2:2][CH2:3][C:4]([NH:6][C:7]1[CH:20]=[CH:19][C:18]2[C:17](=[O:21])[C:16]3[C:11](=[CH:12][C:13]([NH:22][C:23](=[O:27])[CH2:24][CH2:25][NH:33][CH2:34][CH2:35][CH3:36])=[CH:14][CH:15]=3)[C:10](=[O:28])[C:9]=2[CH:8]=1)=[O:5])[CH2:30][CH3:31]. The yield is 0.250.